From a dataset of Full USPTO retrosynthesis dataset with 1.9M reactions from patents (1976-2016). Predict the reactants needed to synthesize the given product. (1) Given the product [ClH:32].[F:1][C:2]1[CH:3]=[C:4]([C:13]2[N:17]([C:18]3[CH:19]=[CH:20][C:21]([S:24]([NH2:27])(=[O:26])=[O:25])=[N:22][CH:23]=3)[N:16]=[C:15]([C:28]([F:30])([F:31])[F:29])[CH:14]=2)[CH:5]=[CH:6][C:7]=1[C:8]1[S:12][CH:11]=[N:10][CH:9]=1, predict the reactants needed to synthesize it. The reactants are: [F:1][C:2]1[CH:3]=[C:4]([C:13]2[N:17]([C:18]3[CH:19]=[CH:20][C:21]([S:24]([NH2:27])(=[O:26])=[O:25])=[N:22][CH:23]=3)[N:16]=[C:15]([C:28]([F:31])([F:30])[F:29])[CH:14]=2)[CH:5]=[CH:6][C:7]=1[C:8]1[S:12][CH:11]=[N:10][CH:9]=1.[ClH:32].CO. (2) The reactants are: C[O:2][C:3]([C:5]1[N:6]([CH2:31][CH:32]=O)[CH:7]=[C:8]([C:20](=[O:30])[NH:21][CH2:22][C:23]2[CH:28]=[CH:27][C:26]([F:29])=[CH:25][CH:24]=2)[C:9](=[O:19])[C:10]=1[O:11][CH2:12][C:13]1[CH:18]=[CH:17][CH:16]=[CH:15][CH:14]=1)=O.[NH2:34][C@H:35]([CH3:42])[CH2:36][CH2:37][NH:38][CH:39]([CH3:41])[CH3:40].C(O)(=O)C. Given the product [F:29][C:26]1[CH:25]=[CH:24][C:23]([CH2:22][NH:21][C:20]([C:8]2[C:9](=[O:19])[C:10]([O:11][CH2:12][C:13]3[CH:18]=[CH:17][CH:16]=[CH:15][CH:14]=3)=[C:5]3[C:3](=[O:2])[N:34]4[C@H:35]([CH3:42])[CH2:36][CH2:37][N:38]([CH:39]([CH3:41])[CH3:40])[C@H:32]4[CH2:31][N:6]3[CH:7]=2)=[O:30])=[CH:28][CH:27]=1, predict the reactants needed to synthesize it. (3) Given the product [C:1]([O:5][C:6]([NH:8][C:9]([NH:18][C@@H:19]1[CH2:24][CH2:23][CH2:22][CH2:21][C@@H:20]1[NH:25][C:26]1[C:35]2[C:30](=[CH:31][CH:32]=[C:33]([CH3:36])[CH:34]=2)[N:29]=[C:28]([C:37]([NH:46][C:45]2[CH:47]=[CH:48][C:42]([O:41][CH3:40])=[CH:43][CH:44]=2)=[O:38])[N:27]=1)=[N:10][C:11]([O:13][C:14]([CH3:15])([CH3:16])[CH3:17])=[O:12])=[O:7])([CH3:2])([CH3:4])[CH3:3], predict the reactants needed to synthesize it. The reactants are: [C:1]([O:5][C:6]([NH:8][C:9]([NH:18][C@@H:19]1[CH2:24][CH2:23][CH2:22][CH2:21][C@@H:20]1[NH:25][C:26]1[C:35]2[C:30](=[CH:31][CH:32]=[C:33]([CH3:36])[CH:34]=2)[N:29]=[C:28]([C:37](O)=[O:38])[N:27]=1)=[N:10][C:11]([O:13][C:14]([CH3:17])([CH3:16])[CH3:15])=[O:12])=[O:7])([CH3:4])([CH3:3])[CH3:2].[CH3:40][O:41][C:42]1[CH:48]=[CH:47][C:45]([NH2:46])=[CH:44][CH:43]=1.Cl.CN(C)CCCN=C=NCC.ON1C2C=CC=CC=2N=N1. (4) The reactants are: [CH2:1]([N:5]([CH2:15][CH2:16][CH2:17][CH3:18])[C:6]1[CH:13]=[CH:12][C:9]([CH:10]=[O:11])=[C:8]([OH:14])[CH:7]=1)[CH2:2][CH2:3][CH3:4].[CH2:19](Br)[C:20]1[CH:25]=[CH:24][CH:23]=[CH:22][CH:21]=1.C(=O)([O-])[O-].[K+].[K+].O. Given the product [CH2:19]([O:14][C:8]1[CH:7]=[C:6]([N:5]([CH2:15][CH2:16][CH2:17][CH3:18])[CH2:1][CH2:2][CH2:3][CH3:4])[CH:13]=[CH:12][C:9]=1[CH:10]=[O:11])[C:20]1[CH:25]=[CH:24][CH:23]=[CH:22][CH:21]=1, predict the reactants needed to synthesize it. (5) The reactants are: [CH2:1]([O:3][C:4](=[O:6])[CH3:5])[CH3:2].[Br:7][C:8]1[CH:9]=[C:10]([S:15][C:16]2[CH:26]=[CH:25][C:19]([O:20]CC(O)=O)=[C:18]([Cl:27])[CH:17]=2)[CH:11]=[C:12]([OH:14])[CH:13]=1.O[CH2:29][CH2:30][CH2:31][N:32]1[CH2:37][CH2:36][O:35][CH2:34][CH2:33]1.C(P(CCCC)CCCC)CCC.N(C(N1CCCCC1)=O)=NC(N1CCCCC1)=O. Given the product [CH2:1]([O:3][C:4](=[O:6])[CH2:5][O:20][C:19]1[CH:25]=[CH:26][C:16]([S:15][C:10]2[CH:11]=[C:12]([O:14][CH2:29][CH2:30][CH2:31][N:32]3[CH2:37][CH2:36][O:35][CH2:34][CH2:33]3)[CH:13]=[C:8]([Br:7])[CH:9]=2)=[CH:17][C:18]=1[Cl:27])[CH3:2], predict the reactants needed to synthesize it. (6) Given the product [CH2:3]1[C:4]2[C:9](=[CH:8][CH:7]=[CH:6][CH:5]=2)[CH2:1][CH:2]1[CH2:10][CH:11]=[O:12], predict the reactants needed to synthesize it. The reactants are: [CH2:1]1[C:9]2[C:4](=[CH:5][CH:6]=[CH:7][CH:8]=2)[CH2:3][CH:2]1[CH2:10][C:11](O)=[O:12].[H-].[H-].[H-].[H-].[Li+].[Al+3].C1C2C(=CC=CC=2)CC1CCO.C[N+]1([O-])CCOCC1.